From a dataset of Reaction yield outcomes from USPTO patents with 853,638 reactions. Predict the reaction yield, written as a fraction of the theoretical maximum amount of product (1.0 means a 100% yield; for example, 0.34 means a 34% yield). (1) The reactants are [NH2:1][C:2]1[CH:11]=[CH:10][CH:9]=[C:8]2[C:3]=1[C:4](=[O:21])[N:5]([CH:13]1[CH2:18][CH2:17][C:16](=[O:19])[NH:15][C:14]1=[O:20])[C:6]([CH3:12])=[N:7]2.[C:22](Cl)(=[O:24])[CH3:23]. The catalyst is O1CCCC1. The product is [O:20]=[C:14]1[CH:13]([N:5]2[C:4](=[O:21])[C:3]3[C:8](=[CH:9][CH:10]=[CH:11][C:2]=3[NH:1][C:22](=[O:24])[CH3:23])[N:7]=[C:6]2[CH3:12])[CH2:18][CH2:17][C:16](=[O:19])[NH:15]1. The yield is 0.160. (2) The reactants are [Br:1][C:2]1[CH:7]=[CH:6][C:5]([C:8](=O)[CH2:9][N:10]2[CH:14]=[CH:13][CH:12]=[C:11]2[C:15]([OH:17])=O)=[CH:4][CH:3]=1.[CH2:19]([NH2:22])[CH2:20][NH2:21]. No catalyst specified. The product is [Br:1][C:2]1[CH:3]=[CH:4][C:5]([C:8]23[NH:22][CH2:19][CH2:20][N:21]2[C:15](=[O:17])[C:11]2[N:10]([CH:14]=[CH:13][CH:12]=2)[CH2:9]3)=[CH:6][CH:7]=1. The yield is 0.900. (3) The reactants are [H-].[Na+].[C:3]([C:7]1[CH:12]=[CH:11][C:10]([CH:13]2[CH2:15][CH:14]2[C:16]([NH:18]/[N:19]=[CH:20]/[C:21]2[CH:30]=[CH:29][CH:28]=[C:27]3[C:22]=2[CH:23]=[CH:24][N:25]=[CH:26]3)=[O:17])=[CH:9][CH:8]=1)([CH3:6])([CH3:5])[CH3:4].[CH3:31]I. The catalyst is CN(C=O)C. The product is [C:3]([C:7]1[CH:12]=[CH:11][C:10]([CH:13]2[CH2:15][CH:14]2[C:16]([N:18]([CH3:31])/[N:19]=[CH:20]/[C:21]2[CH:30]=[CH:29][CH:28]=[C:27]3[C:22]=2[CH:23]=[CH:24][N:25]=[CH:26]3)=[O:17])=[CH:9][CH:8]=1)([CH3:6])([CH3:4])[CH3:5]. The yield is 0.500.